This data is from Full USPTO retrosynthesis dataset with 1.9M reactions from patents (1976-2016). The task is: Predict the reactants needed to synthesize the given product. (1) Given the product [O:14]1[C:15]2[CH:21]=[CH:20][CH:19]=[CH:18][C:16]=2[N:17]=[C:13]1[NH:12][C:9](=[O:11])[CH2:8][C:5]1[CH:4]=[CH:3][C:2]([F:1])=[CH:7][CH:6]=1, predict the reactants needed to synthesize it. The reactants are: [F:1][C:2]1[CH:7]=[CH:6][C:5]([CH2:8][C:9]([OH:11])=O)=[CH:4][CH:3]=1.[NH2:12][C:13]1[O:14][C:15]2[CH:21]=[CH:20][CH:19]=[CH:18][C:16]=2[N:17]=1.CCN=C=NCCCN(C)C.Cl. (2) Given the product [Br:1][C:2]1[C:3]([C:16]2[S:17][CH:18]=[C:19]([C:21]([F:24])([F:23])[F:22])[N:20]=2)=[CH:4][C:5]([NH:8][C:9](=[O:15])[O:10][C:11]([CH3:14])([CH3:13])[CH3:12])=[N:6][CH:7]=1, predict the reactants needed to synthesize it. The reactants are: [Br:1][C:2]1[C:3]([C:16]2[S:17][CH2:18][C:19](O)([C:21]([F:24])([F:23])[F:22])[N:20]=2)=[CH:4][C:5]([NH:8][C:9](=[O:15])[O:10][C:11]([CH3:14])([CH3:13])[CH3:12])=[N:6][CH:7]=1.FC(F)(F)C(OC(=O)C(F)(F)F)=O.N1C(C)=CC=CC=1C. (3) Given the product [CH2:23]([N:26]1[CH:30]=[CH:29][C:28]([CH2:31][NH:32][C:20]([C:10]2[CH:9]=[C:8]([C:5]3[CH:4]=[CH:3][C:2]([Cl:1])=[CH:7][CH:6]=3)[C:13]([O:14][CH2:15][C:16]([F:19])([F:17])[F:18])=[CH:12][N:11]=2)=[O:21])=[N:27]1)[CH2:24][CH3:25], predict the reactants needed to synthesize it. The reactants are: [Cl:1][C:2]1[CH:7]=[CH:6][C:5]([C:8]2[C:13]([O:14][CH2:15][C:16]([F:19])([F:18])[F:17])=[CH:12][N:11]=[C:10]([C:20](O)=[O:21])[CH:9]=2)=[CH:4][CH:3]=1.[CH2:23]([N:26]1[CH:30]=[CH:29][C:28]([CH2:31][NH2:32])=[N:27]1)[CH2:24][CH3:25]. (4) Given the product [CH3:23][O:24][C:25](=[O:35])[CH2:26][C:27]1[CH:32]=[CH:31][C:30]([C:22]#[C:21][C:9]2[CH:10]=[C:11]3[C:16](=[C:7]([CH2:6][N:4]([CH:1]4[CH2:2][CH2:3]4)[CH3:5])[CH:8]=2)[O:15][C:14]([CH3:17])([CH3:18])[CH2:13][C:12]3([CH3:20])[CH3:19])=[CH:29][C:28]=1[F:34], predict the reactants needed to synthesize it. The reactants are: [CH:1]1([N:4]([CH2:6][C:7]2[CH:8]=[C:9]([C:21]#[CH:22])[CH:10]=[C:11]3[C:16]=2[O:15][C:14]([CH3:18])([CH3:17])[CH2:13][C:12]3([CH3:20])[CH3:19])[CH3:5])[CH2:3][CH2:2]1.[CH3:23][O:24][C:25](=[O:35])[CH2:26][C:27]1[CH:32]=[CH:31][C:30](I)=[CH:29][C:28]=1[F:34]. (5) Given the product [CH3:23][N:24]1[CH2:25][CH2:26][N:27]([C@@H:30]2[C:38]3[C:33](=[CH:34][C:35]([C:39]([NH:1][C:2]4[CH:3]=[CH:4][C:5]([CH3:21])=[C:6]([NH:8][C:9]5[N:10]=[C:11]([C:14]6[CH:15]=[N:16][CH:17]=[CH:18][CH:19]=6)[CH:12]=[CH:13][N:20]=5)[CH:7]=4)=[O:40])=[CH:36][CH:37]=3)[CH2:32][CH2:31]2)[CH2:28][CH2:29]1, predict the reactants needed to synthesize it. The reactants are: [NH2:1][C:2]1[CH:3]=[CH:4][C:5]([CH3:21])=[C:6]([N:8]2[CH:13]=[CH:12][C:11]([C:14]3[CH:15]=[N:16][CH:17]=[CH:18][CH:19]=3)=[N:10][CH:9]2[NH2:20])[CH:7]=1.Cl.[CH3:23][N:24]1[CH2:29][CH2:28][N:27]([C@@H:30]2[C:38]3[C:33](=[CH:34][C:35]([C:39](Cl)=[O:40])=[CH:36][CH:37]=3)[CH2:32][CH2:31]2)[CH2:26][CH2:25]1.[OH-].[Na+].C(Cl)Cl. (6) Given the product [Cl:1][C:2]1[N:3]=[CH:4][C:5]([CH2:8][N:11]([CH:12]2[CH2:16][CH2:15][CH2:14][CH2:13]2)[CH3:10])=[CH:6][CH:7]=1, predict the reactants needed to synthesize it. The reactants are: [Cl:1][C:2]1[CH:7]=[CH:6][C:5]([CH2:8]Cl)=[CH:4][N:3]=1.[CH3:10][NH:11][CH:12]1[CH2:16][CH2:15][CH2:14][CH2:13]1.C(=O)([O-])[O-].[K+].[K+]. (7) Given the product [CH:20]1([N:17]2[C:5]3[C:6]([O:8][C@@H:9]([C@H:11]4[CH2:15][NH:14][C:13](=[O:16])[CH2:12]4)[CH3:10])=[N:7][C:2]([C:29]4[CH:28]=[C:27]5[C:32](=[CH:31][CH:30]=4)[N:24]([CH3:23])[N:25]=[C:26]5[CH3:42])=[CH:3][C:4]=3[N:19]=[CH:18]2)[CH2:22][CH2:21]1, predict the reactants needed to synthesize it. The reactants are: Br[C:2]1[N:7]=[C:6]([O:8][C@@H:9]([C@H:11]2[CH2:15][NH:14][C:13](=[O:16])[CH2:12]2)[CH3:10])[C:5]2[N:17]([CH:20]3[CH2:22][CH2:21]3)[CH:18]=[N:19][C:4]=2[CH:3]=1.[CH3:23][N:24]1[C:32]2[C:27](=[CH:28][C:29](B3OC(C)(C)C(C)(C)O3)=[CH:30][CH:31]=2)[C:26]([CH3:42])=[N:25]1.C(=O)([O-])[O-].[Na+].[Na+].